From a dataset of Catalyst prediction with 721,799 reactions and 888 catalyst types from USPTO. Predict which catalyst facilitates the given reaction. (1) Reactant: Br[C:2]1[CH:7]=[CH:6][CH:5]=[CH:4][CH:3]=1.[CH3:8][C:9]1[CH:14]=[CH:13][CH:12]=[CH:11][C:10]=1B(O)O.[F-].[K+]. The catalyst class is: 1. Product: [CH3:8][C:9]1[CH:14]=[CH:13][CH:12]=[CH:11][C:10]=1[C:2]1[CH:7]=[CH:6][CH:5]=[CH:4][CH:3]=1. (2) Reactant: CC1(C)[O:7][C:6]2[CH:8]=[CH:9][C:10]([C@H:12]3[O:16]C(=O)[N:14]([CH2:18][CH2:19][C:20]4[CH:21]=[C:22]([CH:39]=[CH:40][CH:41]=4)[CH2:23][O:24][CH2:25][CH2:26][CH2:27][CH2:28][C:29]4[CH:30]=[C:31]([S:35]([NH2:38])(=[O:37])=[O:36])[CH:32]=[CH:33][CH:34]=4)[CH2:13]3)=[CH:11][C:5]=2[CH2:4][O:3]1.C[Si](C)(C)[O-].[K+].CO. Product: [OH:16][C@H:12]([C:10]1[CH:9]=[CH:8][C:6]([OH:7])=[C:5]([CH2:4][OH:3])[CH:11]=1)[CH2:13][NH:14][CH2:18][CH2:19][C:20]1[CH:21]=[C:22]([CH:39]=[CH:40][CH:41]=1)[CH2:23][O:24][CH2:25][CH2:26][CH2:27][CH2:28][C:29]1[CH:30]=[C:31]([S:35]([NH2:38])(=[O:37])=[O:36])[CH:32]=[CH:33][CH:34]=1. The catalyst class is: 1. (3) Reactant: COC[O:4][C:5]1[C:6](C#N)=[N:7][C:8]([CH2:11][C:12]([CH3:15])([CH3:14])[CH3:13])=[CH:9][CH:10]=1.C[Mg]Cl.[CH3:21][CH2:22][O:23][C:24](C)=[O:25].[CH3:27]CCCCC. Product: [CH3:27][O:25][CH2:24][O:23][C:22]1[C:6]([C:5](=[O:4])[CH3:10])=[N:7][C:8]([CH2:11][C:12]([CH3:14])([CH3:13])[CH3:15])=[CH:9][CH:21]=1. The catalyst class is: 1. (4) Reactant: [S:1]1[C:6]2[CH:7]=[CH:8][CH:9]=[CH:10][C:5]=2[NH:4][CH2:3][CH:2]1[C:11]([OH:13])=O.[NH2:14][C:15]1[CH:16]=[CH:17][C:18]([C:22]([CH3:25])([CH3:24])[CH3:23])=[C:19]([OH:21])[CH:20]=1.N1C=CC=CC=1. Product: [C:22]([C:18]1[CH:17]=[CH:16][C:15]([NH:14][C:11]([CH:2]2[CH2:3][NH:4][C:5]3[CH:10]=[CH:9][CH:8]=[CH:7][C:6]=3[S:1]2)=[O:13])=[CH:20][C:19]=1[OH:21])([CH3:25])([CH3:23])[CH3:24]. The catalyst class is: 4. (5) Reactant: [CH:1]([O:4][C:5]1[CH:10]=[CH:9][C:8]([CH2:11][CH2:12][CH2:13][OH:14])=[C:7]([O:15][C:16]2[CH:21]=[CH:20][C:19]([C:22]([F:25])([F:24])[F:23])=[CH:18][N:17]=2)[CH:6]=1)([CH3:3])[CH3:2].O[C:27]1[C:32]([O:33][CH3:34])=[CH:31][CH:30]=[CH:29][C:28]=1[CH2:35][C:36]([O:38]C)=[O:37].C(P(CCCC)CCCC)CCC.N(C(N1CCCCC1)=O)=NC(N1CCCCC1)=O.O1CCCC1CO.[OH-].[Na+].Cl. Product: [CH:1]([O:4][C:5]1[CH:10]=[CH:9][C:8]([CH2:11][CH2:12][CH2:13][O:14][C:27]2[C:32]([O:33][CH3:34])=[CH:31][CH:30]=[CH:29][C:28]=2[CH2:35][C:36]([OH:38])=[O:37])=[C:7]([O:15][C:16]2[CH:21]=[CH:20][C:19]([C:22]([F:25])([F:23])[F:24])=[CH:18][N:17]=2)[CH:6]=1)([CH3:3])[CH3:2]. The catalyst class is: 7. (6) Reactant: O1[CH:5]=[CH:4][CH2:3][NH:2]1.[Cl-].[NH4+:7].[N-:8]=[N+:9]=[N-:10].[Na+].[C:12]([O:15][CH2:16][CH3:17])(=O)[CH3:13].[CH3:18][N:19](C)[CH:20]=[O:21]. Product: [N:2]1[CH:3]=[CH:4][CH:5]=[C:12]([O:15][C:16]2[CH2:17][CH2:20][O:21][N:7]=2)[CH:13]=1.[NH:8]1[CH:18]=[N:19][N:10]=[N:9]1. The catalyst class is: 6.